From a dataset of CYP2D6 inhibition data for predicting drug metabolism from PubChem BioAssay. Regression/Classification. Given a drug SMILES string, predict its absorption, distribution, metabolism, or excretion properties. Task type varies by dataset: regression for continuous measurements (e.g., permeability, clearance, half-life) or binary classification for categorical outcomes (e.g., BBB penetration, CYP inhibition). Dataset: cyp2d6_veith. (1) The compound is N=C(N)N1CCc2ccccc2C1. The result is 0 (non-inhibitor). (2) The drug is CCCCCCCOC1(c2ccccc2)OC(=O)c2ccccc21. The result is 0 (non-inhibitor).